This data is from Full USPTO retrosynthesis dataset with 1.9M reactions from patents (1976-2016). The task is: Predict the reactants needed to synthesize the given product. (1) Given the product [Cl:1][C:2]1[CH:3]=[CH:4][C:5]([CH:8]([O:12][C:13]2[CH:18]=[CH:17][CH:16]=[C:15]([C:19]([F:20])([F:21])[F:22])[CH:14]=2)[C:9]([O:11][CH2:24][CH2:25][NH:26][C:27]([O:28][CH2:29][CH3:30])=[O:31])=[O:10])=[CH:6][CH:7]=1, predict the reactants needed to synthesize it. The reactants are: [Cl:1][C:2]1[CH:7]=[CH:6][C:5]([CH:8]([O:12][C:13]2[CH:18]=[CH:17][CH:16]=[C:15]([C:19]([F:22])([F:21])[F:20])[CH:14]=2)[C:9]([OH:11])=[O:10])=[CH:4][CH:3]=1.O[CH2:24][CH2:25][NH:26][C:27](=[O:31])[O:28][CH2:29][CH3:30].N1C=CC=CC=1.CN(C(ON1N=NC2C=CC=NC1=2)=[N+](C)C)C.F[P-](F)(F)(F)(F)F. (2) Given the product [CH3:1][O:2][CH2:3][O:4][C@H:5]1[CH2:22][CH2:21][C@@:20]2([CH3:23])[C:7](=[CH:8][CH2:9][C@@H:10]3[C@@H:19]2[CH2:18][CH2:17][C@@:15]2([CH3:16])[C@H:11]3[CH2:12][CH2:13][C@@H:14]2[CH2:24][OH:34])[CH2:6]1, predict the reactants needed to synthesize it. The reactants are: [CH3:1][O:2][CH2:3][O:4][C@H:5]1[CH2:22][CH2:21][C@@:20]2([CH3:23])[CH:7]([CH2:8][CH2:9][C@@H:10]3[C@@H:19]2[CH2:18][CH2:17][C@@:15]2([CH3:16])[C@H:11]3[CH2:12][CH2:13][C:14]2=[CH2:24])[CH2:6]1.B1C2CCCC1CCC2.[OH:34]O.[OH-].[Na+]. (3) Given the product [CH3:28][S:29]([CH2:32][CH2:33][NH:34][C:22]([C:19]1[CH:20]=[CH:21][C:16]2[O:15][CH2:14][CH2:13][N:12]3[CH:25]=[C:9]([C:8]4[N:4]([CH2:3][C:2]([F:27])([F:26])[F:1])[N:5]=[CH:6][N:7]=4)[N:10]=[C:11]3[C:17]=2[CH:18]=1)=[O:23])(=[O:31])=[O:30], predict the reactants needed to synthesize it. The reactants are: [F:1][C:2]([F:27])([F:26])[CH2:3][N:4]1[C:8]([C:9]2[N:10]=[C:11]3[C:17]4[CH:18]=[C:19]([C:22](O)=[O:23])[CH:20]=[CH:21][C:16]=4[O:15][CH2:14][CH2:13][N:12]3[CH:25]=2)=[N:7][CH:6]=[N:5]1.[CH3:28][S:29]([CH2:32][CH2:33][NH2:34])(=[O:31])=[O:30]. (4) Given the product [F:1][C:2]1[C:3]([O:8][CH2:9][C:10]2[CH:17]=[CH:16][C:13]([CH2:14][CH2:21][N+:18]([O-:20])=[O:19])=[CH:12][CH:11]=2)=[N:4][CH:5]=[CH:6][CH:7]=1, predict the reactants needed to synthesize it. The reactants are: [F:1][C:2]1[C:3]([O:8][CH2:9][C:10]2[CH:17]=[CH:16][C:13]([CH:14]=O)=[CH:12][CH:11]=2)=[N:4][CH:5]=[CH:6][CH:7]=1.[N+:18]([CH3:21])([O-:20])=[O:19].C([O-])(=O)C.[NH4+].[BH4-].[Na+].C(=O)([O-])O.[Na+]. (5) Given the product [O:36]1[C:15]2[CH:14]=[CH:13][CH:18]=[CH:17][C:16]=2[CH:19]=[C:35]1[CH:26]1[CH2:25][CH2:24][CH2:23][O:22][CH:21]1[N:12]1[C:13]2[C:18](=[CH:17][C:16]([C:19]3[NH:27][N:28]=[C:29]([CH2:30][N:31]([CH3:33])[CH3:32])[N:20]=3)=[CH:15][CH:14]=2)[CH:10]=[N:11]1, predict the reactants needed to synthesize it. The reactants are: O1C2C=CC=CC=2C=C1[C:10]1[C:18]2[C:13](=[CH:14][CH:15]=[C:16]([C:19]#[N:20])[CH:17]=2)[N:12]([CH:21]2[CH2:26][CH2:25][CH2:24][CH2:23][O:22]2)[N:11]=1.[NH2:27][NH:28][C:29](=O)[CH2:30][N:31]([CH3:33])[CH3:32].[CH3:35][O-:36].[Na+].